From a dataset of Choline transporter screen with 302,306 compounds. Binary Classification. Given a drug SMILES string, predict its activity (active/inactive) in a high-throughput screening assay against a specified biological target. (1) The molecule is O=C1N(CC(=O)N2C1Cc1c([nH]c3c1cccc3)C2C)CCCCC. The result is 0 (inactive). (2) The compound is o1nc2CCc3nc4c(nc3c2n1)cccc4. The result is 0 (inactive). (3) The compound is O(c1c(N2CCN(CC2)CC(=O)Nc2c(OC)cccc2)cccc1)C. The result is 0 (inactive).